From a dataset of Reaction yield outcomes from USPTO patents with 853,638 reactions. Predict the reaction yield, written as a fraction of the theoretical maximum amount of product (1.0 means a 100% yield; for example, 0.34 means a 34% yield). (1) The reactants are [CH3:1][C:2]1([CH3:21])[CH2:6][C:5]2[CH:7]=[C:8]([N:16]3[CH:20]=[N:19][N:18]=[N:17]3)[CH:9]=[C:10]([C:11]([O:13]CC)=[O:12])[C:4]=2[O:3]1.[OH-].[Li+].CO.O1CCCC1. The catalyst is O. The product is [CH3:1][C:2]1([CH3:21])[CH2:6][C:5]2[CH:7]=[C:8]([N:16]3[CH:20]=[N:19][N:18]=[N:17]3)[CH:9]=[C:10]([C:11]([OH:13])=[O:12])[C:4]=2[O:3]1. The yield is 0.830. (2) The reactants are CCN(C(C)C)C(C)C.[C:10]([O:14][C:15]([NH:17][C:18]1[CH:26]=[CH:25][CH:24]=[CH:23][C:19]=1[C:20]([OH:22])=O)=[O:16])([CH3:13])([CH3:12])[CH3:11].C1C=CC2N(O)N=NC=2C=1.CCN=C=NCCCN(C)C.[O:48]=[C:49]([N:66]1[CH2:71][CH2:70][NH:69][CH2:68][CH2:67]1)[CH2:50][NH:51][C:52]([C:54]1[CH:59]=[CH:58][C:57]([C:60]2[CH:65]=[CH:64][CH:63]=[CH:62][CH:61]=2)=[CH:56][CH:55]=1)=[O:53]. The catalyst is CN(C=O)C.O. The product is [C:10]([O:14][C:15](=[O:16])[NH:17][C:18]1[CH:26]=[CH:25][CH:24]=[CH:23][C:19]=1[C:20]([N:69]1[CH2:68][CH2:67][N:66]([C:49](=[O:48])[CH2:50][NH:51][C:52]([C:54]2[CH:59]=[CH:58][C:57]([C:60]3[CH:65]=[CH:64][CH:63]=[CH:62][CH:61]=3)=[CH:56][CH:55]=2)=[O:53])[CH2:71][CH2:70]1)=[O:22])([CH3:11])([CH3:12])[CH3:13]. The yield is 0.495. (3) The reactants are [O:1]=[C:2]1[CH:7]=[CH:6][CH:5]=[CH:4][N:3]1[C@@H:8]([CH3:12])[C:9]([OH:11])=O.[C:13]([O:17][C:18](=[O:26])[CH2:19][CH:20]([NH2:25])[CH:21]([OH:24])[CH2:22][F:23])([CH3:16])([CH3:15])[CH3:14].C1C=NC2N(O)N=NC=2C=1.C(Cl)CCl. The catalyst is CN(C1C=CN=CC=1)C.C1COCC1. The product is [C:13]([O:17][C:18](=[O:26])[CH2:19][CH:20]([NH:25][C:9](=[O:11])[C@@H:8]([N:3]1[CH:4]=[CH:5][CH:6]=[CH:7][C:2]1=[O:1])[CH3:12])[CH:21]([OH:24])[CH2:22][F:23])([CH3:16])([CH3:14])[CH3:15]. The yield is 0.920. (4) The reactants are [NH:1]1[CH2:6][CH2:5][CH2:4][CH:3]([OH:7])[CH2:2]1.Cl[C:9]1[N:14]=[CH:13][C:12]([N+:15]([O-:17])=[O:16])=[CH:11][N:10]=1.C([O-])([O-])=O.[K+].[K+]. The catalyst is CN(C=O)C. The product is [N+:15]([C:12]1[CH:11]=[N:10][C:9]([N:1]2[CH2:6][CH2:5][CH2:4][CH:3]([OH:7])[CH2:2]2)=[N:14][CH:13]=1)([O-:17])=[O:16]. The yield is 0.760. (5) The reactants are [Cl:1][C:2]1[CH:3]=[N+:4]([O-:27])[CH:5]=[C:6]([Cl:26])[C:7]=1[CH2:8][C@@H:9]([C:11]1[CH:16]=[CH:15][C:14]([O:17][CH:18]([F:20])[F:19])=[C:13]([O:21][CH2:22][CH:23]2[CH2:25][CH2:24]2)[CH:12]=1)[OH:10].C(Cl)CCl.[N+:32]([C:35]1[CH:43]=[CH:42][CH:41]=[C:40]2[C:36]=1[C:37](=[O:49])[N:38]([CH2:45][C:46](O)=[O:47])[C:39]2=[O:44])([O-:34])=[O:33]. The yield is 0.770. The product is [Cl:1][C:2]1[CH:3]=[N+:4]([O-:27])[CH:5]=[C:6]([Cl:26])[C:7]=1[CH2:8][C@@H:9]([C:11]1[CH:16]=[CH:15][C:14]([O:17][CH:18]([F:20])[F:19])=[C:13]([O:21][CH2:22][CH:23]2[CH2:25][CH2:24]2)[CH:12]=1)[O:10][C:46](=[O:47])[CH2:45][N:38]1[C:37](=[O:49])[C:36]2[C:40](=[CH:41][CH:42]=[CH:43][C:35]=2[N+:32]([O-:34])=[O:33])[C:39]1=[O:44]. The catalyst is CN(C=O)C.CN(C1C=CN=CC=1)C. (6) The reactants are [C:1](=[O:3])=O.Br[C:5]1[CH:6]=[C:7]([CH:10]=[C:11](Br)C=1)[CH2:8]O.[Zn](CC)CC.Cl.[CH2:20]1[CH2:24]O[CH2:22][CH2:21]1. The catalyst is C1C=CC(P(C2C=CC=CC=2)[C-]2C=CC=C2)=CC=1.C1C=CC(P(C2C=CC=CC=2)[C-]2C=CC=C2)=CC=1.Cl[Pd]Cl.[Fe+2].CCOC(C)=O.CCCCCCC. The product is [CH2:21]([C:20]1[CH:24]=[C:5]([CH2:1][OH:3])[CH:6]=[C:7]([CH2:10][CH3:11])[CH:8]=1)[CH3:22]. The yield is 0.530.